Dataset: Experimentally validated miRNA-target interactions with 360,000+ pairs, plus equal number of negative samples. Task: Binary Classification. Given a miRNA mature sequence and a target amino acid sequence, predict their likelihood of interaction. (1) The miRNA is hsa-miR-96-5p with sequence UUUGGCACUAGCACAUUUUUGCU. The protein sequence of the target gene is MSETVPAASASAGVAAMEKLPTKKRGRKPAGLISASRKVPNLSVSKLITEALSVSQERVGMSLVALKKALAAAGYDVEKNNSRIKLSLKSLVNKGILVQTRGTGASGSFKLSKKVIPKSTRSKAKKSVSAKTKKLVLSRDSKSPKTAKTNKRAKKPRATTPKTVRSGRKAKGAKGKQQQKSPVKARASKSKLTQHHEVNVRKATSKK. Result: 0 (no interaction). (2) The miRNA is hsa-miR-3186-3p with sequence UCACGCGGAGAGAUGGCUUUG. The protein sequence of the target gene is MKIGSGFLSGGGGPSSSGGSGSGGSSGSASGGSGGGRRAEMEPTFPQSMVMFNHRLPPVTSFTRPAGTAAPPPQCVLSSSTSAAPAAEPPPPPAPDMTFKKEPAASAAAFPSQRTSWGFLQSLVSIKQEKPADPEEQPSHHHHHHHHYGGLFAGAEERSPGLGGGEGGSHGVIQDLSLLHQHAQQQPAQHHRDVLLSSGSRTDEHGNQEPKQDANVKKAKRPKPESQGIKAKRKPSASSKPLVGEGEGAVLSPSQKPHICDHCSAAFRSSYHLRRHVLIHTGERPFQCSQCSMGFIQKYL.... Result: 0 (no interaction). (3) The miRNA is hsa-miR-6883-5p with sequence AGGGAGGGUGUGGUAUGGAUGU. The protein sequence of the target gene is MASLQQGEKQLFEKFWKGTFKAVATPRPESIIVASITARKPMPRTEPQSSLLLPDQDGPSEKLGQHLAPEALGTNSWGREKACRELDPARAHSASQDRDPTPPPSSRGKKKKKKSTRKKRRRSPSYSPSPVKKKKKKSSKKHKRHRSFSKKRRHSSCSPKSKRREEKRHKKQSRSRKSHRHRHHRCPSRSQSSELRSPSCESRHRGRSPEEGRKSRRTHSRRCSKNHCKVSPDARSSHLPSQPLPRLGFLSARGVITGSGSAADLFSKSASPLAATRGRSQEYDSGNDTSSPPSTQTSSA.... Result: 0 (no interaction). (4) The miRNA is hsa-miR-6785-5p with sequence UGGGAGGGCGUGGAUGAUGGUG. The protein sequence of the target gene is MMEERAAAAVAAAASSCRPLGSGAGPGPTGAAPVSAPAPGPGPAGKGGGGGGSPGPTAGPEPLSLPGILHFIQHEWARFEAEKARWEAERAELQAQVAFLQGERKGQENLKTDLVRRIKMLEYALKQERAKYHKLKFGTDLNQGEKKADVSEQVSNGPVESVTLENSPLVWKEGRQLLRQYLEEVGYTDTILDMRSKRVRSLLGRSLELNGAVEPSEGAPRAPPGPAGLSGGESLLVKQIEEQIKRNAAGKDGKERLGGSVLGQIPFLQNCEDEDSDEDDELDSVQHKKQRVKLPSKALV.... Result: 1 (interaction). (5) The miRNA is rno-miR-126a-5p with sequence CAUUAUUACUUUUGGUACGCG. The protein sequence of the target gene is MAENPGLENHRIKSFKNKGRDVETMRRHRNEVTVELRKNKRDEHLLKKRNVPQEESLEDSDVDADFKAQNVTLEAILQNATSDNPVVQLSAVQAARKLLSSDRNPPIDDLIKSGILPILVKCLERDDNPSLQFEAAWALTNIASGTSAQTQAVVQSNAVPLFLRLLHSPHQNVCEQAVWALGNIIGDGPQCRDYVISLGVVKPLLSFINPSIPITFLRNVTWVIVNLCRNKDPPPPMETVQEILPALCVLIYHTDINILVDTVWALSYLTDGGNEQIQMVIDSGVVPFLVPLLSHQEVKV.... Result: 0 (no interaction).